Dataset: Full USPTO retrosynthesis dataset with 1.9M reactions from patents (1976-2016). Task: Predict the reactants needed to synthesize the given product. (1) Given the product [O:43]=[C:37]1[CH:36]([N:30]2[CH2:29][C:28]3[C:32](=[CH:33][CH:34]=[C:26]([CH2:25][NH:24][C:3](=[O:5])[C:2]([F:1])([F:17])[C:6]4[CH:11]=[CH:10][C:9]([CH3:12])=[CH:8][C:7]=4[C:13]([F:16])([F:15])[F:14])[CH:27]=3)[C:31]2=[O:35])[CH2:41][CH2:40][C:39](=[O:42])[NH:38]1, predict the reactants needed to synthesize it. The reactants are: [F:1][C:2]([F:17])([C:6]1[CH:11]=[CH:10][C:9]([CH3:12])=[CH:8][C:7]=1[C:13]([F:16])([F:15])[F:14])[C:3]([OH:5])=O.P(Cl)(Cl)(Cl)=O.Cl.[NH2:24][CH2:25][C:26]1[CH:27]=[C:28]2[C:32](=[CH:33][CH:34]=1)[C:31](=[O:35])[N:30]([CH:36]1[CH2:41][CH2:40][C:39](=[O:42])[NH:38][C:37]1=[O:43])[CH2:29]2.C(=O)(O)[O-].[Na+]. (2) Given the product [CH3:20][C:19]1[C:10](=[O:12])[CH2:9][N:8]([C:1]([O:3][C:4]([CH3:7])([CH3:6])[CH3:5])=[O:2])[CH2:11][C:18]=1[Sn:17]([CH2:13][CH2:14][CH2:15][CH3:16])([CH2:25][CH2:26][CH2:27][CH3:28])[CH2:21][CH2:22][CH2:23][CH3:24], predict the reactants needed to synthesize it. The reactants are: [C:1]([N:8]1[CH2:11][C:10](=[O:12])[CH2:9]1)([O:3][C:4]([CH3:7])([CH3:6])[CH3:5])=[O:2].[CH2:13]([Sn:17]([CH2:25][CH2:26][CH2:27][CH3:28])([CH2:21][CH2:22][CH2:23][CH3:24])[C:18]#[C:19][CH3:20])[CH2:14][CH2:15][CH3:16]. (3) Given the product [Cl:39][C:40]1[CH:41]=[C:42]2[C:46](=[CH:47][CH:48]=1)[NH:45][C:44]([C:49]([NH:37][C@@H:35]1[CH2:36][C@@H:34]1[NH2:38])=[O:50])=[CH:43]2, predict the reactants needed to synthesize it. The reactants are: O.ON1C2C=CC=CC=2N=N1.Cl.CN(C)CCCN=C=NCC.C(N(C(C)C)CC)(C)C.Cl.[C@@H:34]1([NH2:38])[CH2:36][C@@H:35]1[NH2:37].[Cl:39][C:40]1[CH:41]=[C:42]2[C:46](=[CH:47][CH:48]=1)[NH:45][C:44]([C:49](O)=[O:50])=[CH:43]2. (4) Given the product [CH3:14][S:15][C:16]1[CH:17]=[C:13]2[N:8]([C:7]=1[C:5]([O:4][CH2:2][CH3:3])=[O:6])[CH:9]=[CH:10][CH:11]=[CH:12]2, predict the reactants needed to synthesize it. The reactants are: [Br-].[CH2:2]([O:4][C:5]([CH2:7][N+:8]1[CH:13]=[CH:12][CH:11]=[CH:10][CH:9]=1)=[O:6])[CH3:3].[CH3:14][S:15][C:16](SC)=[CH:17][N+]([O-])=O.C(N(CC)CC)C. (5) Given the product [Cl:21][C:17]1[CH:16]=[C:15]([C:12]2[CH:13]=[CH:14][C:9]([CH2:8][C@@H:7]([NH:22][C:23]([C:25]3[O:29][N:28]=[C:27]([OH:30])[CH:26]=3)=[O:24])[CH2:6][C@@H:5]([CH3:31])[C:4]([OH:32])=[O:3])=[CH:10][CH:11]=2)[CH:20]=[CH:19][CH:18]=1, predict the reactants needed to synthesize it. The reactants are: C([O:3][C:4](=[O:32])[C@H:5]([CH3:31])[CH2:6][C@H:7]([NH:22][C:23]([C:25]1[O:29][N:28]=[C:27]([OH:30])[CH:26]=1)=[O:24])[CH2:8][C:9]1[CH:14]=[CH:13][C:12]([C:15]2[CH:20]=[CH:19][CH:18]=[C:17]([Cl:21])[CH:16]=2)=[CH:11][CH:10]=1)C.[OH-].[Na+].Cl. (6) Given the product [CH3:1][C:2]1[CH:3]=[CH:4][C:5]([O:10][C:11]2[CH:16]=[CH:15][C:14]([N+:17]([O-:19])=[O:18])=[CH:13][CH:12]=2)=[C:6]([OH:8])[CH:7]=1, predict the reactants needed to synthesize it. The reactants are: [CH3:1][C:2]1[CH:3]=[CH:4][C:5]([O:10][C:11]2[CH:16]=[CH:15][C:14]([N+:17]([O-:19])=[O:18])=[CH:13][CH:12]=2)=[C:6]([O:8]C)[CH:7]=1.B(Br)(Br)Br. (7) The reactants are: [C:1]([C:5]1[CH:10]=[C:9]([C:11]([CH3:14])([CH3:13])[CH3:12])[CH:8]=[C:7](I)[C:6]=1[O:16][CH2:17][C:18]([F:21])([F:20])[F:19])([CH3:4])([CH3:3])[CH3:2].CN(C)CCN(C)C.C([Li])CCC.[B:35](OC)([O:38]C)[O:36]C.C(=O)=O.CC(C)=O.Cl. Given the product [F:19][C:18]([F:21])([F:20])[CH2:17][O:16][C:6]1[C:5]([C:1]([CH3:4])([CH3:3])[CH3:2])=[CH:10][C:9]([C:11]([CH3:14])([CH3:13])[CH3:12])=[CH:8][C:7]=1[B:35]([OH:38])[OH:36], predict the reactants needed to synthesize it.